From a dataset of Tyrosyl-DNA phosphodiesterase HTS with 341,365 compounds. Binary Classification. Given a drug SMILES string, predict its activity (active/inactive) in a high-throughput screening assay against a specified biological target. (1) The drug is s1c(NC(=O)c2cc(NC(=O)C3CC3)ccc2)ncc1. The result is 0 (inactive). (2) The drug is FC(F)(F)c1[nH]c2c(n1)c(ccc2)C(O)=O. The result is 0 (inactive). (3) The drug is Clc1cc(OCc2cc(C(=O)NCc3ccccc3)ccc2)ccc1. The result is 0 (inactive). (4) The molecule is s1c(C(=O)NCC(=O)Nc2ccc(N3CCOCC3)cc2)ccc1. The result is 0 (inactive). (5) The drug is S(c1ncccc1C(=O)NCCC(C)C)c1ccccc1. The result is 0 (inactive). (6) The molecule is S=C(Nc1ccc(NC(=O)CC)cc1)NC(=O)Cc1ccccc1. The result is 0 (inactive).